From a dataset of Full USPTO retrosynthesis dataset with 1.9M reactions from patents (1976-2016). Predict the reactants needed to synthesize the given product. (1) The reactants are: [CH3:1][O:2][C:3](=[O:14])[C:4]1[CH:9]=[CH:8][C:7]([Cl:10])=[C:6]([CH2:11]Br)[C:5]=1[Cl:13].CCOCC. Given the product [CH3:1][O:2][C:3](=[O:14])[C:4]1[CH:9]=[CH:8][C:7]([Cl:10])=[C:6]([CH3:11])[C:5]=1[Cl:13], predict the reactants needed to synthesize it. (2) Given the product [CH3:19][O:18][CH:13]([O:16][CH3:17])[C:3]1[CH:12]=[CH:11][C:6]([C:7]([O:9][CH3:10])=[O:8])=[CH:5][CH:4]=1, predict the reactants needed to synthesize it. The reactants are: C([C:3]1[CH:12]=[CH:11][C:6]([C:7]([O:9][CH3:10])=[O:8])=[CH:5][CH:4]=1)=O.[CH:13]([O:18][CH3:19])([O:16][CH3:17])OC. (3) Given the product [OH:11][C:8]1[CH:7]=[CH:6][C:5]([CH2:4][CH2:3][CH2:2][NH:1][CH2:14][CH2:13][C:12]([O:16][C:17]([CH3:20])([CH3:19])[CH3:18])=[O:15])=[CH:10][CH:9]=1, predict the reactants needed to synthesize it. The reactants are: [NH2:1][CH2:2][CH2:3][CH2:4][C:5]1[CH:10]=[CH:9][C:8]([OH:11])=[CH:7][CH:6]=1.[C:12]([O:16][C:17]([CH3:20])([CH3:19])[CH3:18])(=[O:15])[CH:13]=[CH2:14].